Dataset: Catalyst prediction with 721,799 reactions and 888 catalyst types from USPTO. Task: Predict which catalyst facilitates the given reaction. (1) The catalyst class is: 9. Product: [F:48][C:27]1[CH:28]=[C:29]([NH:32][C:33]([C:35]2([C:38]([NH:39][C:40]3[CH:41]=[CH:42][C:43]([F:46])=[CH:44][CH:45]=3)=[O:47])[CH2:37][CH2:36]2)=[O:34])[CH:30]=[CH:31][C:26]=1[O:25][C:23]1[CH:22]=[CH:21][N:20]=[C:19]([NH:9][C:8]([N:50]2[CH2:55][CH2:54][O:53][CH2:52][CH2:51]2)=[O:7])[CH:24]=1. Reactant: C1([O:7][C:8](=O)[N:9]([C:19]2[CH:24]=[C:23]([O:25][C:26]3[CH:31]=[CH:30][C:29]([NH:32][C:33]([C:35]4([C:38](=[O:47])[NH:39][C:40]5[CH:45]=[CH:44][C:43]([F:46])=[CH:42][CH:41]=5)[CH2:37][CH2:36]4)=[O:34])=[CH:28][C:27]=3[F:48])[CH:22]=[CH:21][N:20]=2)C(OC2C=CC=CC=2)=O)C=CC=CC=1.[NH:50]1[CH2:55][CH2:54][O:53][CH2:52][CH2:51]1. (2) Reactant: [Cl:1][C:2]1[NH:3][CH:4]=[C:5]([N+:7]([O-:9])=[O:8])[N:6]=1.[CH3:10][N:11]([CH2:23][C:24]1([CH3:27])[CH2:26][O:25]1)[C:12](=[O:22])[O:13][CH2:14][C:15]1[CH:20]=[CH:19][C:18]([F:21])=[CH:17][CH:16]=1.C([O-])(=O)C.[Na+]. Product: [Cl:1][C:2]1[N:3]([CH2:27][C:24]([OH:25])([CH3:26])[CH2:23][N:11]([CH3:10])[C:12](=[O:22])[O:13][CH2:14][C:15]2[CH:16]=[CH:17][C:18]([F:21])=[CH:19][CH:20]=2)[CH:4]=[C:5]([N+:7]([O-:9])=[O:8])[N:6]=1. The catalyst class is: 8.